From a dataset of TCR-epitope binding with 47,182 pairs between 192 epitopes and 23,139 TCRs. Binary Classification. Given a T-cell receptor sequence (or CDR3 region) and an epitope sequence, predict whether binding occurs between them. (1) The epitope is IQYIDIGNY. The TCR CDR3 sequence is CASSHGNTAQSYEQYF. Result: 1 (the TCR binds to the epitope). (2) The epitope is GTSGSPIVNR. The TCR CDR3 sequence is CASSLIQGTDTQYF. Result: 0 (the TCR does not bind to the epitope). (3) The epitope is VTEHDTLLY. The TCR CDR3 sequence is CASSLSGLGDNEQFF. Result: 1 (the TCR binds to the epitope). (4) Result: 1 (the TCR binds to the epitope). The epitope is MPASWVMRI. The TCR CDR3 sequence is CASSYDGRSGEQYF. (5) The epitope is LPRRSGAAGA. The TCR CDR3 sequence is CASSYARQYEQYF. Result: 0 (the TCR does not bind to the epitope). (6) The epitope is LLMPILTLT. The TCR CDR3 sequence is CASSQDPRLDPTSYEQYF. Result: 1 (the TCR binds to the epitope).